This data is from Reaction yield outcomes from USPTO patents with 853,638 reactions. The task is: Predict the reaction yield, written as a fraction of the theoretical maximum amount of product (1.0 means a 100% yield; for example, 0.34 means a 34% yield). (1) The reactants are [Cl:1][C:2]1[CH:10]=[C:9]2[C:5](/[C:6](=[C:12](\[C:15]3[CH:20]=[CH:19][CH:18]=[C:17]([Cl:21])[CH:16]=3)/[C:13]#[N:14])/[C:7](=[O:11])[NH:8]2)=[CH:4][CH:3]=1.[C:22]([O:26][C:27](O[C:27]([O:26][C:22]([CH3:25])([CH3:24])[CH3:23])=[O:28])=[O:28])([CH3:25])([CH3:24])[CH3:23].C(N(CC)CC)C. The catalyst is CN(C)C1C=CN=CC=1.ClCCl. The product is [C:22]([O:26][C:27]([N:8]1[C:9]2[C:5](=[CH:4][CH:3]=[C:2]([Cl:1])[CH:10]=2)/[C:6](=[C:12](\[C:15]2[CH:20]=[CH:19][CH:18]=[C:17]([Cl:21])[CH:16]=2)/[C:13]#[N:14])/[C:7]1=[O:11])=[O:28])([CH3:25])([CH3:24])[CH3:23]. The yield is 0.560. (2) The product is [F:30][C:25]1[CH:26]=[CH:27][CH:28]=[CH:29][C:24]=1[CH2:23][C:21]1[N:20]=[CH:19][C:16]2[CH2:17][CH2:18][NH:12][CH2:13][CH2:14][C:15]=2[N:22]=1. The yield is 0.115. The reactants are C([O-])=O.[NH4+].C([N:12]1[CH2:18][CH2:17][C:16]2[C:19](Cl)=[N:20][C:21]([CH2:23][C:24]3[CH:29]=[CH:28][CH:27]=[CH:26][C:25]=3[F:30])=[N:22][C:15]=2[CH2:14][CH2:13]1)C1C=CC=CC=1. The catalyst is [Pd].CO. (3) The reactants are [F:1][C:2]([F:16])([F:15])[C:3]1[CH:14]=[CH:13][C:6]([CH2:7][CH:8]([C:11]#[N:12])[C:9]#[N:10])=[CH:5][CH:4]=1.[H-].[Na+].FC(F)(F)S(O[CH2:25][C:26]([F:35])([F:34])[C:27]([F:33])([F:32])[C:28]([F:31])([F:30])[F:29])(=O)=O. The catalyst is CN(C)C=O. The product is [F:34][C:26]([F:35])([C:27]([F:32])([F:33])[C:28]([F:29])([F:31])[F:30])[CH2:25][C:8]([CH2:7][C:6]1[CH:5]=[CH:4][C:3]([C:2]([F:15])([F:16])[F:1])=[CH:14][CH:13]=1)([C:11]#[N:12])[C:9]#[N:10]. The yield is 0.0800. (4) The reactants are [NH2:1][C:2]1[C:3]([C:9]([O:11][CH3:12])=[O:10])=[N:4][C:5](Br)=[CH:6][N:7]=1.[Br:13][C:14]1[CH:15]=[CH:16][C:17]([F:23])=[C:18](B(O)O)[CH:19]=1. No catalyst specified. The product is [NH2:1][C:2]1[C:3]([C:9]([O:11][CH3:12])=[O:10])=[N:4][C:5]([C:16]2[CH:15]=[C:14]([Br:13])[CH:19]=[CH:18][C:17]=2[F:23])=[CH:6][N:7]=1. The yield is 0.350. (5) The reactants are [Cl:1][C:2]1[CH:7]=[C:6]([C:8]([F:11])([F:10])[F:9])[CH:5]=[C:4]([Cl:12])[C:3]=1[O:13][C:14]1[CH:18]=[C:17]([CH3:19])[NH:16][N:15]=1.[CH2:20]([N:22]=[C:23]=[O:24])[CH3:21]. No catalyst specified. The product is [CH2:20]([NH:22][C:23]([N:16]1[C:17]([CH3:19])=[CH:18][C:14]([O:13][C:3]2[C:2]([Cl:1])=[CH:7][C:6]([C:8]([F:11])([F:9])[F:10])=[CH:5][C:4]=2[Cl:12])=[N:15]1)=[O:24])[CH3:21]. The yield is 0.628. (6) The reactants are C(OC([N:8]1[C:16]2[C:11](=[CH:12][C:13]([O:17][CH3:18])=[CH:14][CH:15]=2)[CH:10]=[C:9]1[C:19]1[CH:24]=[CH:23][C:22](/[CH:25]=[CH:26]/[C:27]2[N:28]([CH2:40][C:41]3[CH:46]=[CH:45][C:44]([C:47]([OH:49])=[O:48])=[CH:43][CH:42]=3)[CH:29]=[C:30]([C:32]3[CH:37]=[CH:36][C:35]([Cl:38])=[CH:34][C:33]=3[Cl:39])[N:31]=2)=[CH:21][CH:20]=1)=O)(C)(C)C.Cl. The catalyst is O1CCOCC1. The yield is 0.790. The product is [Cl:39][C:33]1[CH:34]=[C:35]([Cl:38])[CH:36]=[CH:37][C:32]=1[C:30]1[N:31]=[C:27](/[CH:26]=[CH:25]/[C:22]2[CH:23]=[CH:24][C:19]([C:9]3[NH:8][C:16]4[C:11]([CH:10]=3)=[CH:12][C:13]([O:17][CH3:18])=[CH:14][CH:15]=4)=[CH:20][CH:21]=2)[N:28]([CH2:40][C:41]2[CH:42]=[CH:43][C:44]([C:47]([OH:49])=[O:48])=[CH:45][CH:46]=2)[CH:29]=1. (7) The reactants are [CH3:1][C:2]1[CH:6]=[C:5]([N:7]2[CH2:11][CH2:10][N:9]([CH2:12][C:13]3[CH:18]=[CH:17]C(C(F)(F)F)=CC=3)[C:8]2=[O:23])[S:4][C:3]=1[C:24]([OH:26])=O.C1(CN2CCN(C3SC(C(O)=O)=C(C)C=3)C2=O)CC1.[NH2:46][CH2:47][C:48]1[CH:49]=[N:50][CH:51]=[CH:52][CH:53]=1. No catalyst specified. The product is [CH:13]1([CH2:12][N:9]2[CH2:10][CH2:11][N:7]([C:5]3[S:4][C:3]([C:24]([NH:46][CH2:47][C:48]4[CH:49]=[N:50][CH:51]=[CH:52][CH:53]=4)=[O:26])=[C:2]([CH3:1])[CH:6]=3)[C:8]2=[O:23])[CH2:18][CH2:17]1. The yield is 0.590. (8) The reactants are [F:1][C:2]1[CH:7]=[C:6]([F:8])[CH:5]=[CH:4][C:3]=1[N:9]1[C:13]2[CH:14]=[CH:15][CH:16]=[CH:17][C:12]=2[NH:11][S:10]1(=[O:19])=[O:18].[Br:20][CH2:21][CH2:22][O:23][CH2:24][CH2:25]Br.C(=O)([O-])[O-].[Cs+].[Cs+]. No catalyst specified. The product is [Br:20][CH2:21][CH2:22][O:23][CH2:24][CH2:25][N:11]1[C:12]2[CH:17]=[CH:16][CH:15]=[CH:14][C:13]=2[N:9]([C:3]2[CH:4]=[CH:5][C:6]([F:8])=[CH:7][C:2]=2[F:1])[S:10]1(=[O:18])=[O:19]. The yield is 0.530.